From a dataset of Full USPTO retrosynthesis dataset with 1.9M reactions from patents (1976-2016). Predict the reactants needed to synthesize the given product. (1) Given the product [Cl:19][C:18]1[C:13]([CH3:12])=[C:14]([S:20]([NH:1][C:2]2[CH:3]=[CH:4][CH:5]=[C:6]3[C:11]=2[N:10]=[CH:9][CH:8]=[CH:7]3)(=[O:22])=[O:21])[CH:15]=[CH:16][CH:17]=1, predict the reactants needed to synthesize it. The reactants are: [NH2:1][C:2]1[CH:3]=[CH:4][CH:5]=[C:6]2[C:11]=1[N:10]=[CH:9][CH:8]=[CH:7]2.[CH3:12][C:13]1[C:18]([Cl:19])=[CH:17][CH:16]=[CH:15][C:14]=1[S:20](Cl)(=[O:22])=[O:21]. (2) The reactants are: [CH3:1][N:2]1[C:6]2[N:7]=[CH:8][N:9]=[C:10]([N:11]3[C:15]4=[N:16][CH:17]=[CH:18][CH:19]=[C:14]4[C:13]([C:20]([OH:22])=O)=[CH:12]3)[C:5]=2[CH:4]=[CH:3]1.S(Cl)([Cl:25])=O. Given the product [Cl:25][C:20]([C:13]1[C:14]2[C:15](=[N:16][CH:17]=[CH:18][CH:19]=2)[N:11]([C:10]2[C:5]3[CH:4]=[CH:3][N:2]([CH3:1])[C:6]=3[N:7]=[CH:8][N:9]=2)[CH:12]=1)=[O:22], predict the reactants needed to synthesize it. (3) Given the product [CH2:1]([N:3]1[C:7]2[CH:8]=[CH:9][C:10]([C:12]3[CH2:17][S:16][C:15](=[O:18])[N:14]([CH2:28][CH2:29][O:30][CH:31]4[CH2:36][CH2:35][CH2:34][CH2:33][O:32]4)[N:13]=3)=[CH:11][C:6]=2[N:5]=[C:4]1[C:19]1[CH:24]=[CH:23][CH:22]=[C:21]([O:25][CH3:26])[CH:20]=1)[CH3:2], predict the reactants needed to synthesize it. The reactants are: [CH2:1]([N:3]1[C:7]2[CH:8]=[CH:9][C:10]([C:12]3[CH2:17][S:16][C:15](=[O:18])[NH:14][N:13]=3)=[CH:11][C:6]=2[N:5]=[C:4]1[C:19]1[CH:24]=[CH:23][CH:22]=[C:21]([O:25][CH3:26])[CH:20]=1)[CH3:2].Br[CH2:28][CH2:29][O:30][CH:31]1[CH2:36][CH2:35][CH2:34][CH2:33][O:32]1.C(=O)([O-])[O-].[Cs+].[Cs+].O. (4) The reactants are: [C:1]1([C@@H:7]2[CH2:9][C@H:8]2[NH2:10])[CH:6]=[CH:5][CH:4]=[CH:3][CH:2]=1.[Cl:11][CH2:12][CH:13]=O.[BH3-]C#N.[Na+]. Given the product [Cl:11][CH2:12][CH2:13][NH:10][C@@H:8]1[CH2:9][C@H:7]1[C:1]1[CH:6]=[CH:5][CH:4]=[CH:3][CH:2]=1, predict the reactants needed to synthesize it. (5) Given the product [Br:37][CH2:1][C:2]1[CH:7]=[C:6]([N+:8]([O-:10])=[O:9])[CH:5]=[CH:4][C:3]=1[C:11]([F:16])([F:17])[C:12]([F:14])([F:15])[F:13], predict the reactants needed to synthesize it. The reactants are: [CH3:1][C:2]1[CH:7]=[C:6]([N+:8]([O-:10])=[O:9])[CH:5]=[CH:4][C:3]=1[C:11]([F:17])([F:16])[C:12]([F:15])([F:14])[F:13].CC(N=NC(C#N)(C)C)(C#N)C.C1C(=O)N([Br:37])C(=O)C1. (6) Given the product [F:8][C:5]([F:6])([F:7])[CH:4]([CH:9]1[CH2:10][CH2:11][C:12]2([O:13][CH2:14][CH2:15][O:16]2)[CH2:17][CH2:18]1)[OH:3], predict the reactants needed to synthesize it. The reactants are: C[Si](C)(C)[O:3][CH:4]([CH:9]1[CH2:18][CH2:17][C:12]2([O:16][CH2:15][CH2:14][O:13]2)[CH2:11][CH2:10]1)[C:5]([F:8])([F:7])[F:6].CCCC[N+](CCCC)(CCCC)CCCC.[F-]. (7) Given the product [Cl:1][C:2]1[CH:7]=[CH:6][CH:5]=[C:4]([Cl:8])[C:3]=1[N:9]1[C:13]([C:14]2[S:18][C:17]([NH:19][C:27](=[O:31])[CH2:28][CH2:29][CH3:30])=[N:16][CH:15]=2)=[CH:12][CH:11]=[N:10]1, predict the reactants needed to synthesize it. The reactants are: [Cl:1][C:2]1[CH:7]=[CH:6][CH:5]=[C:4]([Cl:8])[C:3]=1[N:9]1[C:13]([C:14]2[S:18][C:17]([NH2:19])=[N:16][CH:15]=2)=[CH:12][CH:11]=[N:10]1.CN1CCOCC1.[C:27](Cl)(=[O:31])[CH2:28][CH2:29][CH3:30]. (8) Given the product [Cl:8][C:4]1[CH:5]=[CH:6][CH:7]=[C:2]([Cl:1])[C:3]=1[C:9]1[C:13]([C:14]([NH:19][CH2:20][CH2:21][CH2:22][CH2:23][CH2:24][N:25]2[CH2:26][CH2:27][CH:28]([C:31]3[CH:36]=[CH:35][CH:34]=[C:33]([NH:37][C:38](=[O:43])[CH:39]([CH3:40])[CH3:41])[CH:32]=3)[CH2:29][CH2:30]2)=[O:15])=[C:12]([CH3:16])[O:11][N:10]=1, predict the reactants needed to synthesize it. The reactants are: [Cl:1][C:2]1[CH:7]=[CH:6][CH:5]=[C:4]([Cl:8])[C:3]=1[C:9]1[C:13]([CH:14]=[O:15])=[C:12]([C:16](Cl)=O)[O:11][N:10]=1.[NH2:19][CH2:20][CH2:21][CH2:22][CH2:23][CH2:24][N:25]1[CH2:30][CH2:29][CH:28]([C:31]2[CH:32]=[C:33]([NH:37][C:38](=[O:43])[CH:39]([CH2:41]C)[CH3:40])[CH:34]=[CH:35][CH:36]=2)[CH2:27][CH2:26]1.